Dataset: Full USPTO retrosynthesis dataset with 1.9M reactions from patents (1976-2016). Task: Predict the reactants needed to synthesize the given product. (1) Given the product [OH:23][CH2:22][CH2:21][N:18]1[CH2:19][CH2:20][N:15]([C:12]2[CH:13]=[CH:14][C:9]([NH:8][C:5]3[N:4]=[C:3]([C:26]4[N:30]5[CH:31]=[CH:32][CH:33]=[CH:34][C:29]5=[N:28][CH:27]=4)[C:2]([C:35]#[N:36])=[CH:7][N:6]=3)=[C:10]([O:24][CH3:25])[CH:11]=2)[CH2:16][CH2:17]1, predict the reactants needed to synthesize it. The reactants are: Br[C:2]1[C:3]([C:26]2[N:30]3[CH:31]=[CH:32][CH:33]=[CH:34][C:29]3=[N:28][CH:27]=2)=[N:4][C:5]([NH:8][C:9]2[CH:14]=[CH:13][C:12]([N:15]3[CH2:20][CH2:19][N:18]([CH2:21][CH2:22][OH:23])[CH2:17][CH2:16]3)=[CH:11][C:10]=2[O:24][CH3:25])=[N:6][CH:7]=1.[C:35]([Zn]C#N)#[N:36].CC1(C)C2C=CC=C(P(C3C=CC=CC=3)C3C=CC=CC=3)C=2OC2C1=CC=CC=2P(C1C=CC=CC=1)C1C=CC=CC=1. (2) Given the product [C:1]([C:3]1[N:4]=[CH:5][N:6]2[C:15]=1[C@@H:14]([CH2:16][CH3:17])[N:13]([CH:18]1[CH2:19][CH2:20][CH2:21][CH2:22]1)[C:12]1[N:11]=[C:10]([NH:23][C:24]3[CH:32]=[CH:31][C:27]([C:28]([NH:52][CH:49]4[CH2:48][CH2:47][N:46]([CH:43]5[CH2:44][CH2:45][N:40]([CH2:36][CH:37]([CH3:39])[CH3:38])[CH2:41][CH2:42]5)[CH2:51][CH2:50]4)=[O:30])=[CH:26][C:25]=3[O:33][CH3:34])[N:9]=[CH:8][C:7]2=1)#[N:2], predict the reactants needed to synthesize it. The reactants are: [C:1]([C:3]1[N:4]=[CH:5][N:6]2[C:15]=1[C@@H:14]([CH2:16][CH3:17])[N:13]([CH:18]1[CH2:22][CH2:21][CH2:20][CH2:19]1)[C:12]1[N:11]=[C:10]([NH:23][C:24]3[CH:32]=[CH:31][C:27]([C:28]([OH:30])=O)=[CH:26][C:25]=3[O:33][CH3:34])[N:9]=[CH:8][C:7]2=1)#[N:2].Cl.[CH2:36]([N:40]1[CH2:45][CH2:44][CH:43]([N:46]2[CH2:51][CH2:50][CH:49]([NH2:52])[CH2:48][CH2:47]2)[CH2:42][CH2:41]1)[CH:37]([CH3:39])[CH3:38]. (3) Given the product [NH2:11][C:3]1[CH:4]=[C:5]([CH:8]([OH:10])[CH3:9])[CH:6]=[CH:7][C:2]=1[CH3:1], predict the reactants needed to synthesize it. The reactants are: [CH3:1][C:2]1[CH:7]=[CH:6][C:5]([CH:8]([OH:10])[CH3:9])=[CH:4][C:3]=1[N+:11]([O-])=O.